The task is: Predict the product of the given reaction.. This data is from Forward reaction prediction with 1.9M reactions from USPTO patents (1976-2016). Given the reactants [N:1]1[NH:2][N:3]=[N:4][C:5]=1[C:6]1[CH:7]=[C:8]([C:12]2[N:13]=[C:14](Cl)[C:15]3[C:16](=[CH:18][N:19](CC4C=CC(OC)=CC=4)[N:20]=3)[N:17]=2)[CH:9]=[CH:10][CH:11]=1.[CH3:31][O:32][C:33]1[CH:34]=[C:35]([CH:37]=[CH:38][C:39]=1[O:40][CH3:41])[NH2:36].Cl, predict the reaction product. The product is: [N:1]1[NH:2][N:3]=[N:4][C:5]=1[C:6]1[CH:7]=[C:8]([C:12]2[N:13]=[C:14]([NH:36][C:35]3[CH:37]=[CH:38][C:39]([O:40][CH3:41])=[C:33]([O:32][CH3:31])[CH:34]=3)[C:15]3[NH:20][N:19]=[CH:18][C:16]=3[N:17]=2)[CH:9]=[CH:10][CH:11]=1.